This data is from Catalyst prediction with 721,799 reactions and 888 catalyst types from USPTO. The task is: Predict which catalyst facilitates the given reaction. (1) Reactant: [CH2:1]([NH2:8])[C:2]1[CH:7]=[CH:6][CH:5]=[CH:4][CH:3]=1.[N:9]1[CH:14]=[CH:13][CH:12]=[C:11]2[C:15]([O:17][C:18](=O)[C:10]=12)=[O:16]. Product: [CH2:1]([N:8]1[C:15](=[O:16])[C:11]2[C:10](=[N:9][CH:14]=[CH:13][CH:12]=2)[C:18]1=[O:17])[C:2]1[CH:7]=[CH:6][CH:5]=[CH:4][CH:3]=1. The catalyst class is: 15. (2) The catalyst class is: 1. Product: [CH2:1]([O:3][C:4]([C:6]1([C:17]#[N:18])[CH2:9][N:8]([C:10]([O:12][C:13]([CH3:15])([CH3:14])[CH3:16])=[O:11])[CH2:7]1)=[O:5])[CH3:2]. Reactant: [CH2:1]([O:3][C:4]([C:6]1([C:17](=O)[NH2:18])[CH2:9][N:8]([C:10]([O:12][C:13]([CH3:16])([CH3:15])[CH3:14])=[O:11])[CH2:7]1)=[O:5])[CH3:2].N1C=CC=CC=1.FC(F)(F)C(OC(=O)C(F)(F)F)=O. (3) Reactant: [BH4-].[Li+].[C:3]([O:7][C:8]([N:10](C(OC(C)(C)C)=O)[C:11]1[C:12]2[C:13]3[C:14](=[N:26][N:27]([CH2:29][C:30]4[C:35]([CH3:36])=[C:34]([O:37][CH3:38])[C:33]([CH3:39])=[CH:32][N:31]=4)[N:28]=2)[CH:15]=[C:16]([CH2:21][C:22](OC)=[O:23])[C:17]=3[CH2:18][S:19][N:20]=1)=[O:9])([CH3:6])([CH3:5])[CH3:4].O1CCCC1.[OH-].[Na+]. Product: [OH:23][CH2:22][CH2:21][C:16]1[C:17]2[CH2:18][S:19][N:20]=[C:11]([NH:10][C:8](=[O:9])[O:7][C:3]([CH3:4])([CH3:5])[CH3:6])[C:12]3=[N:28][N:27]([CH2:29][C:30]4[C:35]([CH3:36])=[C:34]([O:37][CH3:38])[C:33]([CH3:39])=[CH:32][N:31]=4)[N:26]=[C:14]([C:13]=23)[CH:15]=1. The catalyst class is: 5. (4) Reactant: [N+:1]([C:4]1[CH:9]=[CH:8][C:7]([N:10]2[CH2:15][CH2:14][NH:13][CH2:12][CH2:11]2)=[CH:6][CH:5]=1)([O-:3])=[O:2].Cl[C:17]1[CH:22]=[C:21]([CH3:23])[CH:20]=[CH:19][N:18]=1. Product: [CH3:23][C:21]1[CH:20]=[CH:19][N:18]=[C:17]([N:13]2[CH2:14][CH2:15][N:10]([C:7]3[CH:6]=[CH:5][C:4]([N+:1]([O-:3])=[O:2])=[CH:9][CH:8]=3)[CH2:11][CH2:12]2)[CH:22]=1. The catalyst class is: 270. (5) Product: [N:18]([CH:1]1[CH:6]([OH:7])[CH2:5][CH2:4][N:3]([C:8]([O:10][CH2:11][C:12]2[CH:17]=[CH:16][CH:15]=[CH:14][CH:13]=2)=[O:9])[CH2:2]1)=[N+:19]=[N-:20].[N:18]([CH:6]1[CH2:5][CH2:4][N:3]([C:8]([O:10][CH2:11][C:12]2[CH:17]=[CH:16][CH:15]=[CH:14][CH:13]=2)=[O:9])[CH2:2][CH:1]1[OH:7])=[N+:19]=[N-:20]. The catalyst class is: 24. Reactant: [CH:1]12[O:7][CH:6]1[CH2:5][CH2:4][N:3]([C:8]([O:10][CH2:11][C:12]1[CH:17]=[CH:16][CH:15]=[CH:14][CH:13]=1)=[O:9])[CH2:2]2.[N-:18]=[N+:19]=[N-:20].[Na+].[Cl-].[NH4+].